Predict the reaction yield, written as a fraction of the theoretical maximum amount of product (1.0 means a 100% yield; for example, 0.34 means a 34% yield). From a dataset of Reaction yield outcomes from USPTO patents with 853,638 reactions. (1) The reactants are [CH3:1][N:2]([CH3:19])[CH2:3][CH2:4][O:5][C:6]1[CH:11]=[CH:10][C:9]([NH2:12])=[CH:8][C:7]=1[C:13]1[N:14]([CH3:18])[N:15]=[CH:16][CH:17]=1.[CH3:20][O:21][C:22]1[CH:23]=[C:24]([N:28]=[C:29]=[O:30])[CH:25]=[CH:26][CH:27]=1. No catalyst specified. The product is [CH3:1][N:2]([CH3:19])[CH2:3][CH2:4][O:5][C:6]1[CH:11]=[CH:10][C:9]([NH:12][C:29]([NH:28][C:24]2[CH:25]=[CH:26][CH:27]=[C:22]([O:21][CH3:20])[CH:23]=2)=[O:30])=[CH:8][C:7]=1[C:13]1[N:14]([CH3:18])[N:15]=[CH:16][CH:17]=1. The yield is 0.711. (2) The reactants are [Cl:1][C:2]1[C:3]([C:25]2[CH:26]=[N:27][C:28]([C:31]([F:34])([F:33])[F:32])=[CH:29][CH:30]=2)=[CH:4][C:5]([CH2:8][NH:9][C:10]([C@@H:12]2[CH2:16][C@@H:15]([F:17])[CH2:14][N:13]2C(OC(C)(C)C)=O)=[O:11])=[N:6][CH:7]=1. The catalyst is ClCCl.FC(F)(F)C(O)=O. The product is [Cl:1][C:2]1[C:3]([C:25]2[CH:26]=[N:27][C:28]([C:31]([F:32])([F:34])[F:33])=[CH:29][CH:30]=2)=[CH:4][C:5]([CH2:8][NH:9][C:10]([C@@H:12]2[CH2:16][C@@H:15]([F:17])[CH2:14][NH:13]2)=[O:11])=[N:6][CH:7]=1. The yield is 0.890.